This data is from Forward reaction prediction with 1.9M reactions from USPTO patents (1976-2016). The task is: Predict the product of the given reaction. (1) Given the reactants Cl[CH2:2][C:3]1[N:4]=[C:5]2[CH:14]=[CH:13][CH:12]=[CH:11][N:6]2[C:7](=[O:10])[C:8]=1[I:9].[C:15]([O-:18])(=[O:17])[CH3:16].[K+].O, predict the reaction product. The product is: [C:15]([O:18][CH2:2][C:3]1[N:4]=[C:5]2[CH:14]=[CH:13][CH:12]=[CH:11][N:6]2[C:7](=[O:10])[C:8]=1[I:9])(=[O:17])[CH3:16]. (2) Given the reactants [CH2:1]([O:3][C:4]([C:6]1[C:11](Br)=[CH:10][CH:9]=[CH:8][N:7]=1)=[O:5])[CH3:2].C(N(CC)CC)C.[CH:20]#[C:21][CH2:22][CH2:23][CH2:24][CH2:25][CH2:26][CH3:27], predict the reaction product. The product is: [CH2:1]([O:3][C:4]([C:6]1[C:11]([C:20]#[C:21][CH2:22][CH2:23][CH2:24][CH2:25][CH2:26][CH3:27])=[CH:10][CH:9]=[CH:8][N:7]=1)=[O:5])[CH3:2]. (3) Given the reactants C([N:4](C(C)C)CC)(C)C.Cl.Cl.N[CH2:13][CH2:14][CH2:15][CH2:16][CH2:17][CH2:18][CH2:19][CH2:20][CH2:21][CH2:22][CH2:23][C:24]([N:26]1[CH2:31][CH2:30][NH:29][CH2:28][CH2:27]1)=[O:25].I.[NH2:33][C:34]1[C:35]([C:42]([NH:44][C:45](=[NH:48])SC)=[O:43])=[N:36][C:37]([Cl:41])=[C:38]([NH2:40])[N:39]=1, predict the reaction product. The product is: [NH2:33][C:34]1[C:35]([C:42]([N:44]([CH2:13][CH2:14][CH2:15][CH2:16][CH2:17][CH2:18][CH2:19][CH2:20][CH2:21][CH2:22][CH2:23][C:24](=[O:25])[N:26]2[CH2:27][CH2:28][NH:29][CH2:30][CH2:31]2)[C:45]([NH2:48])=[NH:4])=[O:43])=[N:36][C:37]([Cl:41])=[C:38]([NH2:40])[N:39]=1. (4) Given the reactants [F:1][C:2]1[CH:7]=[C:6]([F:8])[CH:5]=[CH:4][C:3]=1[N:9]1[CH:13]([C:14]2[CH:19]=[C:18]([C:20]3[CH2:21][CH2:22][N:23](C(OC(C)(C)C)=O)[CH2:24][CH:25]=3)[CH:17]=[CH:16][C:15]=2[F:33])[CH2:12][C:11]([C:34]([F:40])([F:39])[C:35]([F:38])([F:37])[F:36])=[N:10]1.[ClH:41], predict the reaction product. The product is: [ClH:41].[F:1][C:2]1[CH:7]=[C:6]([F:8])[CH:5]=[CH:4][C:3]=1[N:9]1[CH:13]([C:14]2[CH:19]=[C:18]([C:20]3[CH2:21][CH2:22][NH:23][CH2:24][CH:25]=3)[CH:17]=[CH:16][C:15]=2[F:33])[CH2:12][C:11]([C:34]([F:39])([F:40])[C:35]([F:37])([F:36])[F:38])=[N:10]1. (5) Given the reactants Br[C:2]1[CH:7]=[CH:6][CH:5]=[CH:4][C:3]=1[Cl:8].[F:9][C:10]1[CH:15]=[CH:14][CH:13]=[C:12]([O:16][CH3:17])[C:11]=1B(O)O.CC1C=CC(S(OCC2CC3C(C4C=CC=CC=4)=CC=CC=3O2)(=O)=O)=CC=1, predict the reaction product. The product is: [CH3:17][O:16][C:12]1[C:11]([C:2]2[CH:7]=[CH:6][CH:5]=[CH:4][C:3]=2[Cl:8])=[C:10]([F:9])[CH:15]=[CH:14][CH:13]=1. (6) Given the reactants [C:9](O[C:9]([O:11][C:12]([CH3:15])([CH3:14])[CH3:13])=[O:10])([O:11][C:12]([CH3:15])([CH3:14])[CH3:13])=[O:10].[NH2:16][C:17]1[N:18]([C:27]([O:29][C:30]([CH3:33])([CH3:32])[CH3:31])=[O:28])[CH:19]=[C:20]([CH:22]([O:25][CH3:26])[O:23][CH3:24])[N:21]=1, predict the reaction product. The product is: [CH3:13][C:12]([O:11][C:9]([N:16]([C:9]([O:11][C:12]([CH3:13])([CH3:14])[CH3:15])=[O:10])[C:17]1[N:18]([C:27]([O:29][C:30]([CH3:33])([CH3:32])[CH3:31])=[O:28])[CH:19]=[C:20]([CH:22]([O:23][CH3:24])[O:25][CH3:26])[N:21]=1)=[O:10])([CH3:15])[CH3:14]. (7) Given the reactants [NH2:1][C:2]1[CH:7]=[CH:6][C:5]([CH3:8])=[CH:4][C:3]=1[OH:9].C([O-])([O-])=O.[K+].[K+].Br[CH:17]([CH2:23]Br)[C:18]([O:20][CH2:21][CH3:22])=[O:19], predict the reaction product. The product is: [CH3:8][C:5]1[CH:6]=[CH:7][C:2]2[NH:1][CH2:23][CH:17]([C:18]([O:20][CH2:21][CH3:22])=[O:19])[O:9][C:3]=2[CH:4]=1.